This data is from CYP2D6 inhibition data for predicting drug metabolism from PubChem BioAssay. The task is: Regression/Classification. Given a drug SMILES string, predict its absorption, distribution, metabolism, or excretion properties. Task type varies by dataset: regression for continuous measurements (e.g., permeability, clearance, half-life) or binary classification for categorical outcomes (e.g., BBB penetration, CYP inhibition). Dataset: cyp2d6_veith. (1) The result is 1 (inhibitor). The compound is OC(CCCN1CCCCC1)(c1ccccc1)c1ccccc1. (2) The compound is C=C(CC1([C@@H](NP(=O)(c2ccccc2)c2ccccc2)[C@H]2C[C@@H]2CCN(C(=O)OCC)S(=O)(=O)c2ccc(C)cc2)CC1)c1ccccc1. The result is 0 (non-inhibitor).